This data is from Forward reaction prediction with 1.9M reactions from USPTO patents (1976-2016). The task is: Predict the product of the given reaction. (1) Given the reactants CC(C)([O-])C.[K+].C(O)(C)(C)C.[CH2:12]([O:14][C:15](=[O:21])[CH2:16][C:17](=[O:20])[CH2:18][CH3:19])[CH3:13].Br[CH2:23][C:24]1[CH:29]=[CH:28][C:27]([N:30]2[CH:34]=[CH:33][CH:32]=[N:31]2)=[CH:26][CH:25]=1, predict the reaction product. The product is: [CH2:12]([O:14][C:15](=[O:21])[CH:16]([CH2:23][C:24]1[CH:25]=[CH:26][C:27]([N:30]2[CH:34]=[CH:33][CH:32]=[N:31]2)=[CH:28][CH:29]=1)[C:17](=[O:20])[CH2:18][CH3:19])[CH3:13]. (2) Given the reactants [CH2:1]([O:8][C:9](=[O:21])[CH2:10][N:11]1[CH:20]=[C:14]2[CH2:15][N:16]([CH3:19])[CH2:17][CH2:18][C:13]2=[N:12]1)[C:2]1[CH:7]=[CH:6][CH:5]=[CH:4][CH:3]=1, predict the reaction product. The product is: [CH2:1]([O:8][C:9](=[O:21])[CH2:10][N:11]1[C:20]2[CH2:14][CH2:15][N:16]([CH3:19])[CH2:17][C:18]=2[CH:13]=[N:12]1)[C:2]1[CH:3]=[CH:4][CH:5]=[CH:6][CH:7]=1. (3) Given the reactants Br[C:2]1[CH:3]=[CH:4][C:5]([O:10][CH2:11][CH:12]2[CH2:14][CH2:13]2)=[C:6]([CH:9]=1)[C:7]#[N:8].[B:15]1([B:15]2[O:19][C:18]([CH3:21])([CH3:20])[C:17]([CH3:23])([CH3:22])[O:16]2)[O:19][C:18]([CH3:21])([CH3:20])[C:17]([CH3:23])([CH3:22])[O:16]1.C([O-])(=O)C.[K+], predict the reaction product. The product is: [CH:12]1([CH2:11][O:10][C:5]2[CH:4]=[CH:3][C:2]([B:15]3[O:19][C:18]([CH3:21])([CH3:20])[C:17]([CH3:23])([CH3:22])[O:16]3)=[CH:9][C:6]=2[C:7]#[N:8])[CH2:14][CH2:13]1. (4) Given the reactants CS([C:5]1[N:6]=[CH:7][C:8]2[CH2:14][N:13]([C:15]([O:17][C:18]([CH3:21])([CH3:20])[CH3:19])=[O:16])[CH2:12][CH2:11][C:9]=2[N:10]=1)(=O)=O.Cl.[CH3:23][NH:24][CH3:25].CCN(C(C)C)C(C)C, predict the reaction product. The product is: [CH3:23][N:24]([CH3:25])[C:5]1[N:6]=[CH:7][C:8]2[CH2:14][N:13]([C:15]([O:17][C:18]([CH3:21])([CH3:20])[CH3:19])=[O:16])[CH2:12][CH2:11][C:9]=2[N:10]=1. (5) Given the reactants [Cl-].[Cl:2][C:3]1[CH:8]=[CH:7][C:6]([C:9]2([CH:13]3[C:22]4[C:17](=[CH:18][CH:19]=[C:20]([O:23][CH2:24][CH2:25][NH:26][S:27]([CH2:30][CH2:31][CH3:32])(=[O:29])=[O:28])[CH:21]=4)[CH2:16][CH2:15][NH2+:14]3)[CH2:12][CH2:11][CH2:10]2)=[CH:5][CH:4]=1.C(N(CC)CC)C.[H][H], predict the reaction product. The product is: [Cl-:2].[C:6]1([C:9]2([CH:13]3[C:22]4[C:17](=[CH:18][CH:19]=[C:20]([O:23][CH2:24][CH2:25][NH:26][S:27]([CH2:30][CH2:31][CH3:32])(=[O:29])=[O:28])[CH:21]=4)[CH2:16][CH2:15][NH2+:14]3)[CH2:12][CH2:11][CH2:10]2)[CH:5]=[CH:4][CH:3]=[CH:8][CH:7]=1.